This data is from NCI-60 drug combinations with 297,098 pairs across 59 cell lines. The task is: Regression. Given two drug SMILES strings and cell line genomic features, predict the synergy score measuring deviation from expected non-interaction effect. Drug 1: CCC1(CC2CC(C3=C(CCN(C2)C1)C4=CC=CC=C4N3)(C5=C(C=C6C(=C5)C78CCN9C7C(C=CC9)(C(C(C8N6C=O)(C(=O)OC)O)OC(=O)C)CC)OC)C(=O)OC)O.OS(=O)(=O)O. Drug 2: CC(C)(C#N)C1=CC(=CC(=C1)CN2C=NC=N2)C(C)(C)C#N. Cell line: COLO 205. Synergy scores: CSS=40.6, Synergy_ZIP=-0.977, Synergy_Bliss=-5.53, Synergy_Loewe=-24.4, Synergy_HSA=-6.99.